From a dataset of Forward reaction prediction with 1.9M reactions from USPTO patents (1976-2016). Predict the product of the given reaction. (1) Given the reactants [CH2:1]([O:3][C:4](=[O:13])[C:5]1[CH:10]=[C:9]([NH2:11])[CH:8]=[N:7][C:6]=1[CH3:12])[CH3:2].Cl[C:15]1[N:20]=[CH:19][C:18]([C:21]2[CH:26]=[CH:25][C:24]([O:27][CH3:28])=[CH:23][CH:22]=2)=[CH:17][N:16]=1.CC1(C)C2C(=C(P(C3C=CC=CC=3)C3C=CC=CC=3)C=CC=2)OC2C(P(C3C=CC=CC=3)C3C=CC=CC=3)=CC=CC1=2.C([O-])([O-])=O.[Cs+].[Cs+], predict the reaction product. The product is: [CH2:1]([O:3][C:4](=[O:13])[C:5]1[CH:10]=[C:9]([NH:11][C:15]2[N:16]=[CH:17][C:18]([C:21]3[CH:22]=[CH:23][C:24]([O:27][CH3:28])=[CH:25][CH:26]=3)=[CH:19][N:20]=2)[CH:8]=[N:7][C:6]=1[CH3:12])[CH3:2]. (2) Given the reactants [O:1]=[C:2]1[C:10]2[C:5](=[C:6]([N:11]3[CH2:16][CH2:15][CH2:14][C@@H:13]([C:17](O)=[O:18])[CH2:12]3)[CH:7]=[CH:8][CH:9]=2)[C:4](=[O:20])[N:3]1[CH2:21][C:22]1[CH:27]=[CH:26][N:25]=[CH:24][CH:23]=1.[C:28]12([CH2:38][NH2:39])[CH2:37][CH:32]3[CH2:33][CH:34]([CH2:36][CH:30]([CH2:31]3)[CH2:29]1)[CH2:35]2.F[P-](F)(F)(F)(F)F.N1(O[P+](N(C)C)(N(C)C)N(C)C)C2C=CC=CC=2N=N1, predict the reaction product. The product is: [C:28]12([CH2:38][NH:39][C:17]([C@@H:13]3[CH2:14][CH2:15][CH2:16][N:11]([C:6]4[CH:7]=[CH:8][CH:9]=[C:10]5[C:5]=4[C:4](=[O:20])[N:3]([CH2:21][C:22]4[CH:27]=[CH:26][N:25]=[CH:24][CH:23]=4)[C:2]5=[O:1])[CH2:12]3)=[O:18])[CH2:35][CH:34]3[CH2:33][CH:32]([CH2:31][CH:30]([CH2:36]3)[CH2:29]1)[CH2:37]2. (3) Given the reactants [CH2:1]([N:5]([S:19]([C:22]1[CH:27]=[CH:26][C:25]([CH3:28])=[CH:24][CH:23]=1)(=[O:21])=[O:20])[C@H:6]([C:16]([OH:18])=[O:17])[CH2:7][CH2:8][CH2:9][CH2:10][NH:11][C:12](=[O:15])[CH2:13]I)[CH:2]([CH3:4])[CH3:3].CCN(C(C)C)C(C)C.[NH2:38][C:39]1[CH:44]=[CH:43][CH:42]=[CH:41][N:40]=1, predict the reaction product. The product is: [CH3:28][C:25]1[CH:26]=[CH:27][C:22]([S:19]([N:5]([C@H:6]([C:16]([OH:18])=[O:17])[CH2:7][CH2:8][CH2:9][CH2:10][NH:11][C:12]([CH2:13][NH:38][C:39]2[N:40]=[CH:41][CH:42]=[CH:43][CH:44]=2)=[O:15])[CH2:1][CH:2]([CH3:4])[CH3:3])(=[O:21])=[O:20])=[CH:23][CH:24]=1. (4) Given the reactants [Cl:1][C:2]1[CH:3]=[C:4]2[C:8](=[CH:9][CH:10]=1)[CH:7]([OH:11])[CH:6]([S:12](C)(=[O:14])=[O:13])[CH2:5]2.C(N[CH:20]([CH3:22])[CH3:21])(C)C.[Li].CI.O, predict the reaction product. The product is: [Cl:1][C:2]1[CH:3]=[C:4]2[C:8](=[CH:9][CH:10]=1)[CH:7]([OH:11])[CH:6]([S:12]([CH:20]([CH3:21])[CH3:22])(=[O:14])=[O:13])[CH2:5]2. (5) The product is: [CH3:18][O:11][C:10]([C:2]1[NH:1][C:9]2[C:4]([CH:3]=1)=[CH:5][CH:6]=[CH:7][CH:8]=2)=[O:12]. Given the reactants [NH:1]1[C:9]2[C:4](=[CH:5][CH:6]=[CH:7][CH:8]=2)[CH:3]=[C:2]1[C:10]([OH:12])=[O:11].OS(O)(=O)=O.[CH3:18]O, predict the reaction product. (6) Given the reactants C(OC([N:8]1[C@H:12]([C:13]([O:15][CH3:16])=[O:14])[CH2:11][C@@H:10]([N:17]2[CH:21]=[C:20]([CH2:22][CH2:23][CH2:24][CH2:25][CH2:26][O:27][C:28]([NH:30][C@H:31]([C:36]([OH:38])=[O:37])[C:32]([CH3:35])([CH3:34])[CH3:33])=[O:29])[N:19]=[N:18]2)[CH2:9]1)=O)(C)(C)C.[ClH:39].O1CCOCC1, predict the reaction product. The product is: [ClH:39].[CH3:16][O:15][C:13]([C@H:12]1[NH:8][CH2:9][C@H:10]([N:17]2[CH:21]=[C:20]([CH2:22][CH2:23][CH2:24][CH2:25][CH2:26][O:27][C:28]([NH:30][C@H:31]([C:36]([OH:38])=[O:37])[C:32]([CH3:33])([CH3:34])[CH3:35])=[O:29])[N:19]=[N:18]2)[CH2:11]1)=[O:14].